The task is: Predict the product of the given reaction.. This data is from Forward reaction prediction with 1.9M reactions from USPTO patents (1976-2016). (1) Given the reactants Cl[S:2]([C:5]1[CH:17]=[CH:16][C:8]([O:9][CH2:10][C:11]([O:13][CH2:14][CH3:15])=[O:12])=[C:7]([CH3:18])[CH:6]=1)(=[O:4])=[O:3].[CH2:19]([O:26][C:27]1[CH:36]=[C:35]2[C:30]([C:31]([CH3:39])([CH3:38])[CH2:32][NH:33][CH:34]2[CH3:37])=[CH:29][CH:28]=1)[C:20]1[CH:25]=[CH:24][CH:23]=[CH:22][CH:21]=1, predict the reaction product. The product is: [CH2:14]([O:13][C:11](=[O:12])[CH2:10][O:9][C:8]1[CH:16]=[CH:17][C:5]([S:2]([N:33]2[CH2:32][C:31]([CH3:39])([CH3:38])[C:30]3[C:35](=[CH:36][C:27]([O:26][CH2:19][C:20]4[CH:21]=[CH:22][CH:23]=[CH:24][CH:25]=4)=[CH:28][CH:29]=3)[CH:34]2[CH3:37])(=[O:4])=[O:3])=[CH:6][C:7]=1[CH3:18])[CH3:15]. (2) Given the reactants [C:1]([CH:4]1[C:9](=[O:10])[CH2:8][CH:7]([CH3:11])[CH2:6][C:5]1=[O:12])(=[O:3])[CH3:2].II.[CH3:15]O, predict the reaction product. The product is: [OH:12][C:5]1[CH:6]=[C:7]([CH3:11])[CH:8]=[C:9]([O:10][CH3:15])[C:4]=1[C:1](=[O:3])[CH3:2]. (3) Given the reactants ClC1C=CC=C(C(OO)=[O:9])C=1.[CH2:12]([O:19][C:20]([N:22]1[CH2:28][CH:27]=[CH:26][CH2:25][CH2:24][CH:23]1[CH3:29])=[O:21])[C:13]1[CH:18]=[CH:17][CH:16]=[CH:15][CH:14]=1, predict the reaction product. The product is: [CH2:12]([O:19][C:20]([N:22]1[C@H:23]([CH3:29])[CH2:24][CH2:25][C@H:26]2[C@@H:27]([O:9]2)[CH2:28]1)=[O:21])[C:13]1[CH:14]=[CH:15][CH:16]=[CH:17][CH:18]=1.